From a dataset of Reaction yield outcomes from USPTO patents with 853,638 reactions. Predict the reaction yield, written as a fraction of the theoretical maximum amount of product (1.0 means a 100% yield; for example, 0.34 means a 34% yield). (1) The reactants are [Cl:1][C:2]1[N:7]=[CH:6][C:5]([OH:8])=[C:4]([CH3:9])[CH:3]=1.C(=O)([O-])[O-].[Cs+].[Cs+].FC(F)(F)S(O[CH2:22][C:23]([F:26])([F:25])[F:24])(=O)=O.O. The catalyst is CN(C=O)C. The product is [Cl:1][C:2]1[CH:3]=[C:4]([CH3:9])[C:5]([O:8][CH2:22][C:23]([F:26])([F:25])[F:24])=[CH:6][N:7]=1. The yield is 0.950. (2) The reactants are [N:1]1([C:6]2[CH:11]=[CH:10][C:9]([CH:12]([CH3:17])[C:13]([O:15]C)=[O:14])=[CH:8][CH:7]=2)[CH2:5][CH2:4][CH2:3][CH2:2]1.Cl. The catalyst is C(O)(=O)C. The product is [N:1]1([C:6]2[CH:11]=[CH:10][C:9]([CH:12]([CH3:17])[C:13]([OH:15])=[O:14])=[CH:8][CH:7]=2)[CH2:2][CH2:3][CH2:4][CH2:5]1. The yield is 0.900. (3) The reactants are [C:1]([N:9]1[CH2:22][CH2:21][C:20]2[C:19]3[CH:18]=[C:17](Br)[CH:16]=[CH:15][C:14]=3[NH:13][C:12]=2[CH2:11][CH2:10]1)(=[O:8])[C:2]1[CH:7]=[CH:6][CH:5]=[CH:4][CH:3]=1.[CH3:24][O:25][C:26]1[CH:31]=[CH:30][C:29](B(O)O)=[CH:28][CH:27]=1.CCOC(C)=O.CCCCCCC. The catalyst is C(COC)OC.C(=O)([O-])[O-].[Na+].[Na+].C1C=CC([P]([Pd]([P](C2C=CC=CC=2)(C2C=CC=CC=2)C2C=CC=CC=2)([P](C2C=CC=CC=2)(C2C=CC=CC=2)C2C=CC=CC=2)[P](C2C=CC=CC=2)(C2C=CC=CC=2)C2C=CC=CC=2)(C2C=CC=CC=2)C2C=CC=CC=2)=CC=1. The product is [C:1]([N:9]1[CH2:22][CH2:21][C:20]2[C:19]3[CH:18]=[C:17]([C:29]4[CH:30]=[CH:31][C:26]([O:25][CH3:24])=[CH:27][CH:28]=4)[CH:16]=[CH:15][C:14]=3[NH:13][C:12]=2[CH2:11][CH2:10]1)(=[O:8])[C:2]1[CH:7]=[CH:6][CH:5]=[CH:4][CH:3]=1. The yield is 0.370. (4) The reactants are [OH:1][C@H:2]([C:16]1[S:17][CH:18]=[CH:19][CH:20]=1)[C@@H:3]1[N:7]([CH3:8])[C:6](=[O:9])[CH2:5][C@@H:4]1[C:10]1[CH:15]=[CH:14][CH:13]=[CH:12][CH:11]=1.[Br:21]Br.O. The catalyst is CC(O)=O. The product is [Br:21][C:18]1[S:17][C:16]([C@@H:2]([OH:1])[C@@H:3]2[N:7]([CH3:8])[C:6](=[O:9])[CH2:5][C@@H:4]2[C:10]2[CH:15]=[CH:14][CH:13]=[CH:12][CH:11]=2)=[CH:20][CH:19]=1. The yield is 0.520. (5) The reactants are [CH2:1]([N:8]1[CH2:13][CH2:12][C:11]2([C:21]3[C:16](=[CH:17][CH:18]=[CH:19][C:20]=3[CH2:22][NH:23][CH:24]([CH3:26])[CH3:25])[N:15]([C:27]3[C:28]4[CH:35]([CH:36]([CH3:38])[CH3:37])[CH2:34][CH2:33][C:29]=4[N:30]=[CH:31][N:32]=3)[CH2:14]2)[CH2:10][CH2:9]1)[C:2]1[CH:7]=[CH:6][CH:5]=[CH:4][CH:3]=1.[CH3:39][C:40]([O:43][C:44](O[C:44]([O:43][C:40]([CH3:42])([CH3:41])[CH3:39])=[O:45])=[O:45])([CH3:42])[CH3:41]. The catalyst is C(Cl)Cl.C([O-])(O)=O.[Na+]. The product is [CH2:1]([N:8]1[CH2:9][CH2:10][C:11]2([C:21]3[C:16](=[CH:17][CH:18]=[CH:19][C:20]=3[CH2:22][N:23]([CH:24]([CH3:26])[CH3:25])[C:44](=[O:45])[O:43][C:40]([CH3:42])([CH3:41])[CH3:39])[N:15]([C:27]3[C:28]4[CH:35]([CH:36]([CH3:38])[CH3:37])[CH2:34][CH2:33][C:29]=4[N:30]=[CH:31][N:32]=3)[CH2:14]2)[CH2:12][CH2:13]1)[C:2]1[CH:3]=[CH:4][CH:5]=[CH:6][CH:7]=1. The yield is 0.400. (6) The reactants are C(OC(=O)[N:7]([S:13]([C:16]1[CH:21]=[C:20]([Cl:22])[C:19]([O:23][C:24]2[CH:25]=[N:26][C:27](Cl)=[CH:28][C:29]=2[C:30]2[CH:35]=[CH:34][N:33]=[C:32]([F:36])[CH:31]=2)=[CH:18][C:17]=1[F:38])(=[O:15])=[O:14])[C:8]1[N:9]=[CH:10][S:11][CH:12]=1)(C)(C)C.[F:40][C:41]1[CH:42]=[C:43](B(O)O)[CH:44]=[CH:45][CH:46]=1.C([O-])([O-])=O.[Na+].[Na+].O. The catalyst is CN(C)C=O.C1C=CC([P]([Pd]([P](C2C=CC=CC=2)(C2C=CC=CC=2)C2C=CC=CC=2)([P](C2C=CC=CC=2)(C2C=CC=CC=2)C2C=CC=CC=2)[P](C2C=CC=CC=2)(C2C=CC=CC=2)C2C=CC=CC=2)(C2C=CC=CC=2)C2C=CC=CC=2)=CC=1. The product is [Cl:22][C:20]1[C:19]([O:23][C:24]2[CH:25]=[N:26][C:27]([C:45]3[CH:44]=[CH:43][CH:42]=[C:41]([F:40])[CH:46]=3)=[CH:28][C:29]=2[C:30]2[CH:35]=[CH:34][N:33]=[C:32]([F:36])[CH:31]=2)=[CH:18][C:17]([F:38])=[C:16]([S:13]([NH:7][C:8]2[N:9]=[CH:10][S:11][CH:12]=2)(=[O:15])=[O:14])[CH:21]=1. The yield is 0.270. (7) The reactants are C[O:2][C:3](=O)[CH2:4][CH2:5][C:6]1[S:10][C:9]2[CH:11]=[CH:12][CH:13]=[CH:14][C:8]=2[C:7]=1[Cl:15].[Li+].[BH4-].CO.[OH-].[Na+]. The catalyst is CCOCC. The product is [Cl:15][C:7]1[C:8]2[CH:14]=[CH:13][CH:12]=[CH:11][C:9]=2[S:10][C:6]=1[CH2:5][CH2:4][CH2:3][OH:2]. The yield is 0.790.